Dataset: Forward reaction prediction with 1.9M reactions from USPTO patents (1976-2016). Task: Predict the product of the given reaction. (1) Given the reactants [CH3:1][C:2]([OH:41])([C:4]1[C:9]([CH2:10][CH2:11][C@@H:12]([S:32][CH2:33][C:34]2([CH2:37][C:38]([OH:40])=[O:39])[CH2:36][CH2:35]2)[C:13]2[CH:18]=[C:17](/[CH:19]=[CH:20]/[C:21]3[CH:31]=[CH:30][C:24]4[CH:25]=[CH:26][C:27]([Cl:29])=[CH:28][C:23]=4[N:22]=3)[CH:16]=[CH:15][CH:14]=2)=[CH:8][CH:7]=[CH:6][CH:5]=1)[CH3:3].C1CCC(NC2CCCCC2)CC1.C1(C)C=CC=CC=1.O.C(O)(=O)C, predict the reaction product. The product is: [CH3:3][C:2]([OH:41])([C:4]1[CH:5]=[CH:6][CH:7]=[CH:8][C:9]=1[CH2:10][CH2:11][C@@H:12]([S:32][CH2:33][C:34]1([CH2:37][C:38]([OH:40])=[O:39])[CH2:35][CH2:36]1)[C:13]1[CH:14]=[CH:15][CH:16]=[C:17](/[CH:19]=[CH:20]/[C:21]2[CH:31]=[CH:30][C:24]3[CH:25]=[CH:26][C:27]([Cl:29])=[CH:28][C:23]=3[N:22]=2)[CH:18]=1)[CH3:1]. (2) Given the reactants C[Li].[Cl:3][C:4]1[CH:5]=[C:6]([CH:11]2[O:17][CH2:16][CH2:15][N:14]([C:18]([O:20][C:21]([CH3:24])([CH3:23])[CH3:22])=[O:19])[CH2:13][C:12]2=[O:25])[CH:7]=[CH:8][C:9]=1[Cl:10].I[CH2:27]I.O, predict the reaction product. The product is: [Cl:3][C:4]1[CH:5]=[C:6]([CH:11]2[O:17][CH2:16][CH2:15][N:14]([C:18]([O:20][C:21]([CH3:22])([CH3:24])[CH3:23])=[O:19])[CH2:13][C:12]32[O:25][CH2:27]3)[CH:7]=[CH:8][C:9]=1[Cl:10].